This data is from Forward reaction prediction with 1.9M reactions from USPTO patents (1976-2016). The task is: Predict the product of the given reaction. (1) Given the reactants [F:1][C:2]1[CH:7]=[CH:6][C:5]([S:8](Cl)(=[O:10])=[O:9])=[CH:4][CH:3]=1.[CH3:12][NH2:13], predict the reaction product. The product is: [F:1][C:2]1[CH:7]=[CH:6][C:5]([S:8]([NH:13][CH3:12])(=[O:10])=[O:9])=[CH:4][CH:3]=1. (2) Given the reactants S(Cl)(Cl)=O.[C:5]1([NH:15][C:16]([NH2:18])=[S:17])[C:14]2[C:9](=[CH:10][CH:11]=[CH:12][CH:13]=2)[CH:8]=[CH:7][CH:6]=1, predict the reaction product. The product is: [N:15]1[C:5]2[C:14]3[C:9]([CH:8]=[CH:7][C:6]=2[S:17][C:16]=1[NH2:18])=[CH:10][CH:11]=[CH:12][CH:13]=3. (3) Given the reactants ClC1N=C(C2SC(C(C)(C)C)=NC=2C2C=C(NS(C3C=C(F)C=CC=3F)(=O)=O)C=CC=2)C=CN=1.[Cl:35][C:36]1[N:41]=[C:40]([CH2:42][C:43]([C:45]2[C:46]([F:63])=[C:47]([NH:51][S:52]([C:55]3[C:60]([F:61])=[CH:59][CH:58]=[CH:57][C:56]=3[F:62])(=[O:54])=[O:53])[CH:48]=[CH:49][CH:50]=2)=O)[CH:39]=[CH:38][N:37]=1.C1C(=O)N(Br)C(=O)C1.[OH:72][CH2:73][C:74]([CH3:79])([CH3:78])[C:75](=[S:77])[NH2:76], predict the reaction product. The product is: [Cl:35][C:36]1[N:41]=[C:40]([C:42]2[S:77][C:75]([C:74]([CH3:79])([CH3:78])[CH2:73][OH:72])=[N:76][C:43]=2[C:45]2[C:46]([F:63])=[C:47]([NH:51][S:52]([C:55]3[C:60]([F:61])=[CH:59][CH:58]=[CH:57][C:56]=3[F:62])(=[O:54])=[O:53])[CH:48]=[CH:49][CH:50]=2)[CH:39]=[CH:38][N:37]=1. (4) Given the reactants [Cl:1][C:2]1[CH:7]=[CH:6][C:5]([C@@H:8]([O:13][C:14]2[CH:19]=[CH:18][N:17]=[C:16]([N:20]3[CH2:44][CH2:43][C:23]4([CH2:27][N:26]([C:28]([O:30][CH2:31][C:32]5[CH:37]=[CH:36][CH:35]=[CH:34][CH:33]=5)=[O:29])[CH:25]([C:38]([O:40]CC)=[O:39])[CH2:24]4)[CH2:22][CH2:21]3)[CH:15]=2)[C:9]([F:12])([F:11])[F:10])=[C:4]([N:45]2[CH:49]=[CH:48][C:47]([CH3:50])=[N:46]2)[CH:3]=1.[Li+].[OH-], predict the reaction product. The product is: [CH2:31]([O:30][C:28]([N:26]1[CH:25]([C:38]([OH:40])=[O:39])[CH2:24][C:23]2([CH2:43][CH2:44][N:20]([C:16]3[CH:15]=[C:14]([O:13][C@H:8]([C:5]4[CH:6]=[CH:7][C:2]([Cl:1])=[CH:3][C:4]=4[N:45]4[CH:49]=[CH:48][C:47]([CH3:50])=[N:46]4)[C:9]([F:10])([F:12])[F:11])[CH:19]=[CH:18][N:17]=3)[CH2:21][CH2:22]2)[CH2:27]1)=[O:29])[C:32]1[CH:37]=[CH:36][CH:35]=[CH:34][CH:33]=1. (5) Given the reactants CO[C:3]([C:5]1([CH3:28])[CH2:17][C:16]2[C:15]3[C:10](=[CH:11][CH:12]=[C:13]([O:18][CH2:19][CH3:20])[CH:14]=3)[NH:9][C:8]=2[CH:7]([C:21]2[CH:26]=[CH:25][CH:24]=[C:23]([OH:27])[CH:22]=2)[NH:6]1)=[O:4].[C:29]1(=O)[N:33]([N:33]([CH3:29])[C:32](=[O:39])[O-])[C:32](=[O:39])CC1.C(OC(=O)C)C, predict the reaction product. The product is: [CH2:19]([O:18][C:13]1[CH:14]=[C:15]2[C:10](=[CH:11][CH:12]=1)[NH:9][C:8]1[CH:7]([C:21]3[CH:26]=[CH:25][CH:24]=[C:23]([OH:27])[CH:22]=3)[N:6]3[C:32](=[O:39])[N:33]([CH3:29])[C:3](=[O:4])[C:5]3([CH3:28])[CH2:17][C:16]2=1)[CH3:20].